This data is from Peptide-MHC class I binding affinity with 185,985 pairs from IEDB/IMGT. The task is: Regression. Given a peptide amino acid sequence and an MHC pseudo amino acid sequence, predict their binding affinity value. This is MHC class I binding data. (1) The peptide sequence is MEVTARWLWG. The MHC is HLA-A32:01 with pseudo-sequence HLA-A32:01. The binding affinity (normalized) is 0.240. (2) The peptide sequence is STDATSILGI. The MHC is Patr-B0101 with pseudo-sequence Patr-B0101. The binding affinity (normalized) is 0.841. (3) The peptide sequence is YLQAKSQVL. The MHC is HLA-B46:01 with pseudo-sequence HLA-B46:01. The binding affinity (normalized) is 0.0847.